Dataset: Experimentally validated miRNA-target interactions with 360,000+ pairs, plus equal number of negative samples. Task: Binary Classification. Given a miRNA mature sequence and a target amino acid sequence, predict their likelihood of interaction. (1) The miRNA is hsa-miR-30a-5p with sequence UGUAAACAUCCUCGACUGGAAG. The protein sequence of the target gene is MSLAFKIFFPQTLRALSRKELCLFRKHHWRDVRQFSQWSETDLLHGHPLFLRRKPVLSFQGSHLRSRATYLVFLPGLHVGLCSGPCEMAEQRFCVDYAKRGTAGCKKCKEKIVKGVCRIGKVVPNPFSESGGDMKEWYHIKCMFEKLERARATTKKIEDLTELEGWEELEDNEKEQITQHIADLSSKAAGTPKKKAVVQAKLTTTGQVTSPVKGASFVTSTNPRKFSGFSAKPNNSGEAPSSPTPKRSLSSSKCDPRHKDCLLREFRKLCAMVADNPSYNTKTQIIQDFLRKGSAGDGFH.... Result: 1 (interaction). (2) The miRNA is mmu-miR-466l-3p with sequence UAUAAAUACAUGCACACAUAUU. The protein sequence of the target gene is MAAIRKKLVIVGDGACGKTCLLIVFSKDQFPEVYVPTVFENYVADIEVDGKQVELALWDTAGQEDYDRLRPLSYPDTDVILMCFSIDSPDSLENIPEKWTPEVKHFCPNVPIILVGNKKDLRNDEHTRRELAKMKQEPVKPEEGRDMANRIGAFGYMECSAKTKDGVREVFEMATRAALQARRGKKKSGCLIL. Result: 0 (no interaction).